Dataset: NCI-60 drug combinations with 297,098 pairs across 59 cell lines. Task: Regression. Given two drug SMILES strings and cell line genomic features, predict the synergy score measuring deviation from expected non-interaction effect. Drug 1: C1=NC2=C(N=C(N=C2N1C3C(C(C(O3)CO)O)O)F)N. Drug 2: CC1=C2C(C(=O)C3(C(CC4C(C3C(C(C2(C)C)(CC1OC(=O)C(C(C5=CC=CC=C5)NC(=O)OC(C)(C)C)O)O)OC(=O)C6=CC=CC=C6)(CO4)OC(=O)C)O)C)O. Cell line: SN12C. Synergy scores: CSS=12.2, Synergy_ZIP=-5.15, Synergy_Bliss=1.40, Synergy_Loewe=0.899, Synergy_HSA=-0.487.